Task: Predict which catalyst facilitates the given reaction.. Dataset: Catalyst prediction with 721,799 reactions and 888 catalyst types from USPTO (1) Reactant: C1(C(C2C=CC=CC=2)(C2C=CC=CC=2)[N:8]2[CH:12]=[C:11]([C:13]3[CH:18]=[C:17]([C:19]#[N:20])[CH:16]=[CH:15][N:14]=3)[N:10]=[CH:9]2)C=CC=CC=1. Product: [NH:8]1[CH:12]=[C:11]([C:13]2[CH:18]=[C:17]([C:19]#[N:20])[CH:16]=[CH:15][N:14]=2)[N:10]=[CH:9]1. The catalyst class is: 15. (2) Reactant: [NH2:1][C@H:2]1[CH2:7][N:6]([C:8]([O:10][C:11]([CH3:14])([CH3:13])[CH3:12])=[O:9])[C@H:5]([C:15]([O:17][CH3:18])=[O:16])[CH2:4][CH2:3]1.[O:19]1[C:28]2[CH:27]=[C:26]([CH:29]=O)N=[CH:24][C:23]=2[O:22][CH2:21][CH2:20]1.[BH3-][C:32]#N.[Na+]. Product: [O:22]1[C:23]2[CH:24]=[CH:32][C:26]([CH2:29][NH:1][C@H:2]3[CH2:7][N:6]([C:8]([O:10][C:11]([CH3:12])([CH3:13])[CH3:14])=[O:9])[C@H:5]([C:15]([O:17][CH3:18])=[O:16])[CH2:4][CH2:3]3)=[CH:27][C:28]=2[O:19][CH2:20][CH2:21]1. The catalyst class is: 125. (3) Reactant: [Cl:1][C:2]1[CH:7]=[CH:6][N:5]=[C:4]2[NH:8][C:9]([C:11]3[CH:16]=[CH:15][C:14]([CH2:17][N:18]4[CH2:23][CH2:22][N:21]([CH3:24])[CH2:20][CH2:19]4)=[CH:13][CH:12]=3)=[N:10][C:3]=12.[N:25]1[CH:30]=[CH:29][C:28](B(O)O)=[CH:27][CH:26]=1.C(=O)([O-])[O-].[Na+].[Na+]. Product: [ClH:1].[CH3:24][N:21]1[CH2:22][CH2:23][N:18]([CH2:17][C:14]2[CH:15]=[CH:16][C:11]([C:9]3[NH:8][C:4]4=[N:5][CH:6]=[CH:7][C:2]([C:28]5[CH:29]=[CH:30][N:25]=[CH:26][CH:27]=5)=[C:3]4[N:10]=3)=[CH:12][CH:13]=2)[CH2:19][CH2:20]1. The catalyst class is: 140. (4) Reactant: C[O:2][C:3](=[O:44])[CH2:4][C:5]1[CH:10]=[CH:9][CH:8]=[C:7]([O:11][C:12]2[CH:17]=[CH:16][C:15]([C:18]([F:21])([F:20])[F:19])=[CH:14][C:13]=2[CH2:22][N:23]([CH2:42][CH3:43])[S:24]([C:27]2[CH:32]=[CH:31][C:30]([N:33]([CH3:41])[C:34]3[CH:35]=[C:36]([CH3:40])[CH:37]=[CH:38][CH:39]=3)=[CH:29][CH:28]=2)(=[O:26])=[O:25])[CH:6]=1.[OH-].[Li+].Cl. Product: [CH2:42]([N:23]([CH2:22][C:13]1[CH:14]=[C:15]([C:18]([F:21])([F:19])[F:20])[CH:16]=[CH:17][C:12]=1[O:11][C:7]1[CH:6]=[C:5]([CH2:4][C:3]([OH:44])=[O:2])[CH:10]=[CH:9][CH:8]=1)[S:24]([C:27]1[CH:28]=[CH:29][C:30]([N:33]([CH3:41])[C:34]2[CH:35]=[C:36]([CH3:40])[CH:37]=[CH:38][CH:39]=2)=[CH:31][CH:32]=1)(=[O:25])=[O:26])[CH3:43]. The catalyst class is: 1.